Dataset: Full USPTO retrosynthesis dataset with 1.9M reactions from patents (1976-2016). Task: Predict the reactants needed to synthesize the given product. (1) Given the product [Br:3][C:4]1[CH:5]=[CH:6][C:7]([N:10]([CH3:15])[S:11]([CH3:14])(=[O:13])=[O:12])=[CH:8][CH:9]=1, predict the reactants needed to synthesize it. The reactants are: CI.[Br:3][C:4]1[CH:9]=[CH:8][C:7]([NH:10][S:11]([CH3:14])(=[O:13])=[O:12])=[CH:6][CH:5]=1.[C:15](=O)([O-])[O-].[K+].[K+]. (2) Given the product [C:20]1([C:8]2[CH:7]=[CH:6][CH:5]=[C:4]3[C:9]=2[C:10]([NH:12][CH2:13][C:14]2[CH:19]=[CH:18][CH:17]=[CH:16][N:15]=2)=[N:11][C:2]([CH:26]=[CH2:27])=[N:3]3)[CH:25]=[CH:24][CH:23]=[CH:22][CH:21]=1, predict the reactants needed to synthesize it. The reactants are: Cl[C:2]1[N:11]=[C:10]([NH:12][CH2:13][C:14]2[CH:19]=[CH:18][CH:17]=[CH:16][N:15]=2)[C:9]2[C:4](=[CH:5][CH:6]=[CH:7][C:8]=2[C:20]2[CH:25]=[CH:24][CH:23]=[CH:22][CH:21]=2)[N:3]=1.[CH2:26](C([Sn])=C(CCCC)CCCC)[CH2:27]CC. (3) Given the product [C:1]([O:5][C:6]([N:8]1[CH2:13][CH:12]=[C:11]([C:14]2[CH:19]=[CH:18][C:17]([NH:28][CH2:21][C:22]3[CH:27]=[CH:26][CH:25]=[CH:24][CH:23]=3)=[CH:16][CH:15]=2)[CH2:10][CH2:9]1)=[O:7])([CH3:4])([CH3:3])[CH3:2], predict the reactants needed to synthesize it. The reactants are: [C:1]([O:5][C:6]([N:8]1[CH2:13][CH:12]=[C:11]([C:14]2[CH:19]=[CH:18][C:17](Br)=[CH:16][CH:15]=2)[CH2:10][CH2:9]1)=[O:7])([CH3:4])([CH3:3])[CH3:2].[CH2:21]([NH2:28])[C:22]1[CH:27]=[CH:26][CH:25]=[CH:24][CH:23]=1.CC(C)([O-])C.[Na+]. (4) Given the product [Br:1][C:2]1[CH:7]=[C:6]([F:8])[C:5]([O:9][CH2:17][CH2:16][CH2:15][S:12]([CH3:11])(=[O:14])=[O:13])=[C:4]([F:10])[CH:3]=1, predict the reactants needed to synthesize it. The reactants are: [Br:1][C:2]1[CH:7]=[C:6]([F:8])[C:5]([OH:9])=[C:4]([F:10])[CH:3]=1.[CH3:11][S:12]([CH2:15][CH2:16][CH2:17]OS(C)(=O)=O)(=[O:14])=[O:13].C(=O)([O-])[O-].[Cs+].[Cs+]. (5) Given the product [Br:1][C:2]1[C:10]2[N:9]=[C:8]([Cl:24])[N:7]([CH2:12][CH2:13][N:14]([CH3:16])[CH3:15])[C:6]=2[C:5]([CH:17]([CH2:20][CH3:21])[CH2:18][CH3:19])=[CH:4][CH:3]=1, predict the reactants needed to synthesize it. The reactants are: [Br:1][C:2]1[C:10]2[NH:9][C:8](=O)[N:7]([CH2:12][CH2:13][N:14]([CH3:16])[CH3:15])[C:6]=2[C:5]([CH:17]([CH2:20][CH3:21])[CH2:18][CH3:19])=[CH:4][CH:3]=1.P(Cl)(Cl)([Cl:24])=O.C(=O)([O-])O.[Na+]. (6) Given the product [Br:11][C:8]1[CH:9]=[CH:10][C:5]([CH:2]([NH:1][C:13]([NH:12][C:15]2[CH:20]=[CH:19][C:18]([C:21]3[N:25]=[CH:24][N:23]([C:26]4[CH:31]=[CH:30][C:29]([C:32]([F:35])([F:33])[F:34])=[CH:28][CH:27]=4)[N:22]=3)=[CH:17][CH:16]=2)=[S:14])[CH2:3][OH:4])=[CH:6][CH:7]=1, predict the reactants needed to synthesize it. The reactants are: [NH2:1][CH:2]([C:5]1[CH:10]=[CH:9][C:8]([Br:11])=[CH:7][CH:6]=1)[CH2:3][OH:4].[N:12]([C:15]1[CH:20]=[CH:19][C:18]([C:21]2[N:25]=[CH:24][N:23]([C:26]3[CH:31]=[CH:30][C:29]([C:32]([F:35])([F:34])[F:33])=[CH:28][CH:27]=3)[N:22]=2)=[CH:17][CH:16]=1)=[C:13]=[S:14]. (7) The reactants are: CON(C)[C:4]([C:6]1[CH:11]=[C:10]([Br:12])[CH:9]=[CH:8][N:7]=1)=[O:5].[CH3:14][O:15][CH:16]([O:20][CH3:21])[CH:17](Br)[CH3:18]. Given the product [Br:12][C:10]1[CH:9]=[CH:8][N:7]=[C:6]([C:4](=[O:5])[CH2:18][CH2:17][CH:16]([O:20][CH3:21])[O:15][CH3:14])[CH:11]=1, predict the reactants needed to synthesize it.